This data is from Full USPTO retrosynthesis dataset with 1.9M reactions from patents (1976-2016). The task is: Predict the reactants needed to synthesize the given product. (1) Given the product [CH3:27][O:28][C:29](=[O:40])[CH2:30][O:31][C:32]1[CH:37]=[CH:36][C:35]([CH2:38][O:8][C:6]2[CH:7]=[C:2]([Cl:1])[CH:3]=[CH:4][C:5]=2[C:9]2[N:13]([CH2:14][CH:15]3[CH2:16][CH2:17][CH2:18][CH2:19][CH2:20]3)[C:12]3[CH:21]=[C:22]([F:26])[C:23]([F:25])=[CH:24][C:11]=3[N:10]=2)=[CH:34][CH:33]=1, predict the reactants needed to synthesize it. The reactants are: [Cl:1][C:2]1[CH:3]=[CH:4][C:5]([C:9]2[N:13]([CH2:14][CH:15]3[CH2:20][CH2:19][CH2:18][CH2:17][CH2:16]3)[C:12]3[CH:21]=[C:22]([F:26])[C:23]([F:25])=[CH:24][C:11]=3[N:10]=2)=[C:6]([OH:8])[CH:7]=1.[CH3:27][O:28][C:29](=[O:40])[CH2:30][O:31][C:32]1[CH:37]=[CH:36][C:35]([CH2:38]Br)=[CH:34][CH:33]=1. (2) The reactants are: [CH2:1]([O:3][C:4]([C:6]1[CH:11]=[C:10]([C:12]2[CH2:16][CH2:15][CH2:14][C:13]=2[C:17]2[CH:22]=[C:21]([Cl:23])[CH:20]=[CH:19][C:18]=2[OH:24])[N:9]=[N:8][CH:7]=1)=[O:5])[CH3:2].[F:25][C:26]1[CH:33]=[C:32]([F:34])[CH:31]=[CH:30][C:27]=1[CH2:28]Br. Given the product [CH2:1]([O:3][C:4]([C:6]1[CH:11]=[C:10]([C:12]2[CH2:16][CH2:15][CH2:14][C:13]=2[C:17]2[CH:22]=[C:21]([Cl:23])[CH:20]=[CH:19][C:18]=2[O:24][CH2:28][C:27]2[CH:30]=[CH:31][C:32]([F:34])=[CH:33][C:26]=2[F:25])[N:9]=[N:8][CH:7]=1)=[O:5])[CH3:2], predict the reactants needed to synthesize it.